This data is from Full USPTO retrosynthesis dataset with 1.9M reactions from patents (1976-2016). The task is: Predict the reactants needed to synthesize the given product. Given the product [Cl:17][C:18]1[C:19]2[N:20]([C:9]([CH:11]3[CH2:12][C:13](=[O:15])[CH2:14]3)=[N:25][CH:24]=2)[CH:21]=[CH:22][N:23]=1, predict the reactants needed to synthesize it. The reactants are: O=C1CCC(=O)N1O[C:9]([CH:11]1[CH2:14][C:13](=[O:15])[CH2:12]1)=O.Cl.[Cl:17][C:18]1[C:19]([CH2:24][NH2:25])=[N:20][CH:21]=[CH:22][N:23]=1.C([O-])(O)=O.[Na+].